Dataset: Full USPTO retrosynthesis dataset with 1.9M reactions from patents (1976-2016). Task: Predict the reactants needed to synthesize the given product. Given the product [CH3:22][O:21][C:18]1[CH:19]=[C:20]2[C:15](=[CH:16][C:17]=1[O:23][CH2:24][CH2:25][O:26][CH3:27])[N:14]=[CH:13][N:12]=[C:11]2[NH:10][C:6]1[C:7]([CH:8]=[C:2]([O:35][C:30]2[CH:31]=[CH:32][CH:33]=[CH:34][C:29]=2[CH3:28])[C:3](=[O:4])[CH:5]=1)=[O:9], predict the reactants needed to synthesize it. The reactants are: Cl[C:2]1[C:3]([CH:5]=[C:6]([NH:10][C:11]2[C:20]3[C:15](=[CH:16][C:17]([O:23][CH2:24][CH2:25][O:26][CH3:27])=[C:18]([O:21][CH3:22])[CH:19]=3)[N:14]=[CH:13][N:12]=2)[C:7](=[O:9])[CH:8]=1)=[O:4].[CH3:28][C:29]1[CH:34]=[CH:33][CH:32]=[CH:31][C:30]=1[OH:35].C(=O)([O-])[O-].[K+].[K+].